From a dataset of Full USPTO retrosynthesis dataset with 1.9M reactions from patents (1976-2016). Predict the reactants needed to synthesize the given product. Given the product [C:27]([O:26][C:24](=[O:25])[CH2:23][N:8]1[C:9]([C:10]([O:12][CH2:13][CH3:14])=[O:11])=[C:5]2[C@H:4]3[CH2:15][C@H:3]3[CH:2]([OH:1])[C:6]2=[N:7]1)([CH3:30])([CH3:29])[CH3:28], predict the reactants needed to synthesize it. The reactants are: [OH:1][CH:2]1[C:6]2[NH:7][N:8]=[C:9]([C:10]([O:12][CH2:13][CH3:14])=[O:11])[C:5]=2[C@H:4]2[CH2:15][C@@H:3]12.C(=O)([O-])[O-].[Cs+].[Cs+].Br[CH2:23][C:24]([O:26][C:27]([CH3:30])([CH3:29])[CH3:28])=[O:25].